Task: Predict the product of the given reaction.. Dataset: Forward reaction prediction with 1.9M reactions from USPTO patents (1976-2016) (1) Given the reactants [CH3:1][C@H:2]1[NH:7][CH2:6][CH2:5][N:4]([C:8]([O:10][C:11]([CH3:14])([CH3:13])[CH3:12])=[O:9])[CH2:3]1.CCN(C(C)C)C(C)C.[F:24][C:25]([F:37])([F:36])[C:26]1[CH:31]=[CH:30][C:29]([S:32](Cl)(=[O:34])=[O:33])=[CH:28][CH:27]=1.Cl, predict the reaction product. The product is: [CH3:1][C@H:2]1[N:7]([S:32]([C:29]2[CH:28]=[CH:27][C:26]([C:25]([F:24])([F:36])[F:37])=[CH:31][CH:30]=2)(=[O:34])=[O:33])[CH2:6][CH2:5][N:4]([C:8]([O:10][C:11]([CH3:13])([CH3:12])[CH3:14])=[O:9])[CH2:3]1. (2) The product is: [CH2:16]([N:23]1[C:8]([C:5]2[CH:6]=[CH:7][C:2]([F:1])=[CH:3][CH:4]=2)=[CH:9][C:10]([CH3:11])=[N:24]1)[C:17]1[CH:22]=[CH:21][CH:20]=[CH:19][CH:18]=1. Given the reactants [F:1][C:2]1[CH:7]=[CH:6][C:5]([C:8](=O)[CH2:9][C:10](=O)[CH3:11])=[CH:4][CH:3]=1.Cl.Cl.[CH2:16]([NH:23][NH2:24])[C:17]1[CH:22]=[CH:21][CH:20]=[CH:19][CH:18]=1.C(N(CC)CC)C.FC(F)(F)C(O)=O, predict the reaction product. (3) Given the reactants [F:1][C:2]1[CH:11]=[C:10]2[C:5]([N:6]=[C:7]([N:16]3[CH2:21][CH2:20][NH:19][CH2:18][CH2:17]3)[C:8]3[N:9]2[C:12](=[O:15])[NH:13][N:14]=3)=[CH:4][CH:3]=1.Cl[C:23]1[CH:28]=[CH:27][C:26]([C:29]([F:32])([F:31])[F:30])=[CH:25][N:24]=1.C(=O)([O-])[O-].[Na+].[Na+], predict the reaction product. The product is: [F:1][C:2]1[CH:11]=[C:10]2[C:5]([N:6]=[C:7]([N:16]3[CH2:17][CH2:18][N:19]([C:23]4[CH:28]=[CH:27][C:26]([C:29]([F:32])([F:31])[F:30])=[CH:25][N:24]=4)[CH2:20][CH2:21]3)[C:8]3[N:9]2[C:12](=[O:15])[NH:13][N:14]=3)=[CH:4][CH:3]=1. (4) Given the reactants O[CH2:2][C:3]1([C:6]2[C:11]([O:12][CH2:13][O:14][CH3:15])=[CH:10][CH:9]=[CH:8][C:7]=2[CH2:16][OH:17])[CH2:5][CH2:4]1.[Li]CCCC.CCCCCC.S(Cl)(C1C=CC(C)=CC=1)(=O)=O, predict the reaction product. The product is: [CH3:15][O:14][CH2:13][O:12][C:11]1[C:6]2[C:3]3([CH2:2][O:17][CH2:16][C:7]=2[CH:8]=[CH:9][CH:10]=1)[CH2:4][CH2:5]3. (5) Given the reactants C([O:4][CH2:5][C:6]([NH:8][C@H:9]1[CH2:14][CH2:13][CH2:12][N:11]([C:15]2[N:16]=[C:17]3[CH:34]=[C:33]([C:35]([NH:37][C:38]4[S:39][CH:40]=[C:41]([C:43]([CH3:46])([CH3:45])[CH3:44])[N:42]=4)=[O:36])[CH:32]=[CH:31][N:18]3[C:19](=[O:30])[C:20]=2/[CH:21]=[CH:22]/[C:23]([O:25][C:26]([CH3:29])([CH3:28])[CH3:27])=[O:24])[CH2:10]1)=[O:7])(=O)C.[OH-].[Na+], predict the reaction product. The product is: [C:43]([C:41]1[N:42]=[C:38]([NH:37][C:35]([C:33]2[CH:32]=[CH:31][N:18]3[C:19](=[O:30])[C:20](/[CH:21]=[CH:22]/[C:23]([O:25][C:26]([CH3:29])([CH3:28])[CH3:27])=[O:24])=[C:15]([N:11]4[CH2:12][CH2:13][CH2:14][C@H:9]([NH:8][C:6](=[O:7])[CH2:5][OH:4])[CH2:10]4)[N:16]=[C:17]3[CH:34]=2)=[O:36])[S:39][CH:40]=1)([CH3:46])([CH3:44])[CH3:45]. (6) Given the reactants [F:1][C:2]1[CH:3]=[N:4][N:5]([CH3:18])[C:6]=1[C:7]1[CH:12]=[C:11]([N+:13]([O-])=O)[CH:10]=[CH:9][C:8]=1[O:16][CH3:17].[OH-].[Na+].CCOC(C)=O, predict the reaction product. The product is: [F:1][C:2]1[CH:3]=[N:4][N:5]([CH3:18])[C:6]=1[C:7]1[CH:12]=[C:11]([NH2:13])[CH:10]=[CH:9][C:8]=1[O:16][CH3:17]. (7) Given the reactants C1(C[O:8][C:9]2[C:18]3[C:13](=[CH:14][CH:15]=[CH:16][CH:17]=3)[C:12]([C:19]#[N:20])=[N:11][CH:10]=2)C=CC=CC=1.[ClH:21].[H][H], predict the reaction product. The product is: [ClH:21].[ClH:21].[NH2:20][CH2:19][C:12]1[C:13]2[C:18](=[CH:17][CH:16]=[CH:15][CH:14]=2)[C:9]([OH:8])=[CH:10][N:11]=1.